Dataset: Full USPTO retrosynthesis dataset with 1.9M reactions from patents (1976-2016). Task: Predict the reactants needed to synthesize the given product. (1) Given the product [C:10](/[C:14](=[CH:20]/[CH2:21][CH3:22])/[C:15]#[C:16][C:17](=[O:19])[CH3:18])([CH3:13])([CH3:12])[CH3:11], predict the reactants needed to synthesize it. The reactants are: CS(OS(C)(=O)=O)(=O)=O.[C:10]([C:14](O)([CH2:20][CH2:21][CH3:22])[C:15]#[C:16][C:17](=[O:19])[CH3:18])([CH3:13])([CH3:12])[CH3:11].C(N(CC)CC)C. (2) Given the product [CH2:39]([O:41][C@H:42]([CH2:48][C:49]1[CH:54]=[CH:53][C:52]([O:55][CH2:56][C@@H:57]([OH:58])[C:59]2[CH:64]=[CH:63][CH:62]=[C:61]([O:65][CH3:66])[CH:60]=2)=[CH:51][CH:50]=1)[C:43]([O:45][CH2:46][CH3:47])=[O:44])[CH3:40], predict the reactants needed to synthesize it. The reactants are: CC1C=CC(S(N[C@@H]([C@H](N)C2C=CC=CC=2)C2C=CC=CC=2)(=O)=O)=CC=1.C(N(CC)CC)C.CN(C=O)C.[CH2:39]([O:41][C@H:42]([CH2:48][C:49]1[CH:54]=[CH:53][C:52]([O:55][CH2:56][C:57]([C:59]2[CH:64]=[CH:63][CH:62]=[C:61]([O:65][CH3:66])[CH:60]=2)=[O:58])=[CH:51][CH:50]=1)[C:43]([O:45][CH2:46][CH3:47])=[O:44])[CH3:40]. (3) Given the product [N:9]1([CH2:15][CH2:16][O:17][C:18]2[CH:23]=[CH:22][C:21]([NH:24][C:2]3[CH:3]=[C:4]([NH2:8])[N:5]=[CH:6][N:7]=3)=[CH:20][CH:19]=2)[CH2:14][CH2:13][O:12][CH2:11][CH2:10]1, predict the reactants needed to synthesize it. The reactants are: Cl[C:2]1[N:7]=[CH:6][N:5]=[C:4]([NH2:8])[CH:3]=1.[N:9]1([CH2:15][CH2:16][O:17][C:18]2[CH:23]=[CH:22][C:21]([NH2:24])=[CH:20][CH:19]=2)[CH2:14][CH2:13][O:12][CH2:11][CH2:10]1.